Dataset: Reaction yield outcomes from USPTO patents with 853,638 reactions. Task: Predict the reaction yield, written as a fraction of the theoretical maximum amount of product (1.0 means a 100% yield; for example, 0.34 means a 34% yield). (1) The reactants are C(=O)([O-])[O-].[K+].[K+].[CH:7]1([CH2:10]Br)[CH2:9][CH2:8]1.CN(C)C=O.[Cl:17][C:18]1[N:26]=[C:25]2[C:21]([N:22]=[CH:23][NH:24]2)=[C:20]([N:27]2[CH2:32][CH2:31][O:30][CH2:29][CH2:28]2)[N:19]=1. The catalyst is C(OCC)(=O)C. The product is [Cl:17][C:18]1[N:26]=[C:25]2[C:21]([N:22]=[CH:23][N:24]2[CH2:10][CH:7]2[CH2:9][CH2:8]2)=[C:20]([N:27]2[CH2:28][CH2:29][O:30][CH2:31][CH2:32]2)[N:19]=1. The yield is 0.700. (2) The reactants are [CH3:1][C:2]1([CH3:14])[C:6]([CH3:8])([CH3:7])[O:5][B:4]([C:9]2[CH:10]=[N:11][NH:12][CH:13]=2)[O:3]1.[H-].[Na+].CC1C=CC(S(O[CH2:28][C@H:29]2[CH2:33][O:32][C:31]([CH3:35])([CH3:34])[O:30]2)(=O)=O)=CC=1. The catalyst is CN(C=O)C. The product is [CH3:34][C:31]1([CH3:35])[O:30][C@@H:29]([CH2:28][N:12]2[CH:13]=[C:9]([B:4]3[O:5][C:6]([CH3:7])([CH3:8])[C:2]([CH3:14])([CH3:1])[O:3]3)[CH:10]=[N:11]2)[CH2:33][O:32]1. The yield is 0.520. (3) The reactants are [CH3:1]N1CCCC1=O.[CH2:8]([O:10][C:11](=[O:20])[C:12]1[CH:17]=[CH:16][C:15](Cl)=[N:14][C:13]=1[NH2:19])[CH3:9].C[Sn](C)(C)C. The catalyst is C1C=CC([P]([Pd]([P](C2C=CC=CC=2)(C2C=CC=CC=2)C2C=CC=CC=2)([P](C2C=CC=CC=2)(C2C=CC=CC=2)C2C=CC=CC=2)[P](C2C=CC=CC=2)(C2C=CC=CC=2)C2C=CC=CC=2)(C2C=CC=CC=2)C2C=CC=CC=2)=CC=1.O. The product is [CH2:8]([O:10][C:11](=[O:20])[C:12]1[CH:17]=[CH:16][C:15]([CH3:1])=[N:14][C:13]=1[NH2:19])[CH3:9]. The yield is 0.480. (4) The reactants are C[O:2][C:3]1[CH:8]=[CH:7][C:6]([C:9]2[S:10][CH:11]=[CH:12][N:13]=2)=[CH:5][CH:4]=1.B(Br)(Br)Br. The catalyst is C(Cl)Cl. The product is [S:10]1[CH:11]=[CH:12][N:13]=[C:9]1[C:6]1[CH:7]=[CH:8][C:3]([OH:2])=[CH:4][CH:5]=1. The yield is 0.840.